This data is from Full USPTO retrosynthesis dataset with 1.9M reactions from patents (1976-2016). The task is: Predict the reactants needed to synthesize the given product. (1) Given the product [O:24]1[CH2:23][CH2:22][N:21]([CH2:20][CH2:19][N:17]2[CH:18]=[C:14]([C:9]3[CH:8]=[C:7]([O:27][CH2:28][CH2:29][C@@H:30]4[NH:44][C:43](=[O:45])[N:42]([CH3:46])[CH2:41][CH2:40][CH2:39][CH2:38][CH:37]=[CH:36][C@H:35]5[C@@:33]([C:47]([OH:49])=[O:48])([CH2:34]5)[NH:32][C:31]4=[O:52])[C:6]4[C:11](=[C:12]([CH3:13])[C:3]([O:2][CH3:1])=[CH:4][CH:5]=4)[N:10]=3)[CH:15]=[N:16]2)[CH2:26][CH2:25]1, predict the reactants needed to synthesize it. The reactants are: [CH3:1][O:2][C:3]1[C:12]([CH3:13])=[C:11]2[C:6]([C:7]([O:27][CH2:28][CH2:29][C@@H:30]3[NH:44][C:43](=[O:45])[N:42]([CH3:46])[CH2:41][CH2:40][CH2:39][CH2:38][CH:37]=[CH:36][C@H:35]4[C@@:33]([C:47]([O:49]CC)=[O:48])([CH2:34]4)[NH:32][C:31]3=[O:52])=[CH:8][C:9]([C:14]3[CH:15]=[N:16][N:17]([CH2:19][CH2:20][N:21]4[CH2:26][CH2:25][O:24][CH2:23][CH2:22]4)[CH:18]=3)=[N:10]2)=[CH:5][CH:4]=1.C(C1N=C(C2C=C(OCC[C@@H]3NC(=O)N(C)CCCCC=C[C@H]4[C@@](C(O)=O)(C4)NC3=O)C3C(=C(C)C(OC)=CC=3)N=2)SC=1)(C)C. (2) Given the product [CH2:1]([N:8]1[CH2:14][CH2:13]/[C:12](=[N:16]/[NH2:17])/[NH:11][CH2:10][CH2:9]1)[C:2]1[CH:7]=[CH:6][CH:5]=[CH:4][CH:3]=1, predict the reactants needed to synthesize it. The reactants are: [CH2:1]([N:8]1[CH2:14][CH2:13][C:12](=S)[NH:11][CH2:10][CH2:9]1)[C:2]1[CH:7]=[CH:6][CH:5]=[CH:4][CH:3]=1.[NH2:16][NH2:17].